This data is from Catalyst prediction with 721,799 reactions and 888 catalyst types from USPTO. The task is: Predict which catalyst facilitates the given reaction. (1) Reactant: Cl[C:2]([O:4][CH2:5][C:6]1[CH:11]=[CH:10][CH:9]=[CH:8][CH:7]=1)=[O:3].C(N(CC)CC)C.[CH3:19][CH:20]([CH3:29])[CH2:21][C:22](=[O:28])[CH2:23][CH2:24]C(O)=O.[Cl-].[NH4+]. Product: [CH3:19][CH:20]([CH3:29])[CH2:21][C:22](=[O:28])[CH2:23][CH2:24][C:2]([O:4][CH2:5][C:6]1[CH:11]=[CH:10][CH:9]=[CH:8][CH:7]=1)=[O:3]. The catalyst class is: 119. (2) Reactant: [Br:1][C:2]1[CH:10]=[C:9]2[C:5]([CH2:6][C:7]3([CH2:29][CH2:28][CH:27]([O:30][CH3:31])[CH2:26][CH2:25]3)[C:8]2([NH:15][C@@H](C2C=CC=CC=2)CO)[C:11]([O:13][CH3:14])=[O:12])=[CH:4][CH:3]=1. Product: [NH2:15][C:8]1([C:11]([O:13][CH3:14])=[O:12])[C:9]2[C:5](=[CH:4][CH:3]=[C:2]([Br:1])[CH:10]=2)[CH2:6][C:7]21[CH2:25][CH2:26][CH:27]([O:30][CH3:31])[CH2:28][CH2:29]2. The catalyst class is: 61. (3) Reactant: [OH-].[Na+].[N:3]1[CH:8]=[CH:7][C:6]([C:9]2[S:10][CH:11]=[C:12]([NH:14][C:15](=[O:33])[NH:16][C:17]3[N:22]=[C:21]([CH2:23][N:24]4[CH2:28][CH2:27][CH2:26][CH:25]4[C:29]([O:31]C)=[O:30])[CH:20]=[CH:19][CH:18]=3)[N:13]=2)=[CH:5][CH:4]=1.Cl. Product: [N:3]1[CH:4]=[CH:5][C:6]([C:9]2[S:10][CH:11]=[C:12]([NH:14][C:15](=[O:33])[NH:16][C:17]3[N:22]=[C:21]([CH2:23][N:24]4[CH2:28][CH2:27][CH2:26][CH:25]4[C:29]([OH:31])=[O:30])[CH:20]=[CH:19][CH:18]=3)[N:13]=2)=[CH:7][CH:8]=1. The catalyst class is: 5. (4) Reactant: [Cl:1][C:2]1[C:7]2=[CH:8][NH:9][N:10]=[C:6]2[CH:5]=[CH:4][N:3]=1.Cl[CH2:12][C:13]1[CH:14]=[C:15]([CH3:26])[C:16]([CH2:19][O:20][CH2:21][C:22]([F:25])([F:24])[F:23])=[N:17][CH:18]=1.C(=O)([O-])[O-].[K+].[K+]. Product: [Cl:1][C:2]1[C:7]2=[CH:8][N:9]([CH2:12][C:13]3[CH:18]=[N:17][C:16]([CH2:19][O:20][CH2:21][C:22]([F:25])([F:24])[F:23])=[C:15]([CH3:26])[CH:14]=3)[N:10]=[C:6]2[CH:5]=[CH:4][N:3]=1. The catalyst class is: 3.